From a dataset of hERG potassium channel inhibition data for cardiac toxicity prediction from Karim et al.. Regression/Classification. Given a drug SMILES string, predict its toxicity properties. Task type varies by dataset: regression for continuous values (e.g., LD50, hERG inhibition percentage) or binary classification for toxic/non-toxic outcomes (e.g., AMES mutagenicity, cardiotoxicity, hepatotoxicity). Dataset: herg_karim. (1) The molecule is Cc1ccc2c(-c3nnc(SCCCN4C[C@@H]5C[C@]5(c5ccc(Br)cc5)C4)n3C)cccc2n1. The result is 1 (blocker). (2) The drug is N=C(Nc1ccc2c(c1)N(C1CCNC1)CC2)c1cccs1. The result is 0 (non-blocker). (3) The drug is Cc1cc(Cl)nc(C)c1C(=O)NCC[C@@H](C)N1CCC(N(Cc2ccsc2)C(=O)NCc2ccc(C(=O)O)cc2)CC1. The result is 0 (non-blocker). (4) The compound is CC(C)CCC1(C(=O)c2ccc3[nH]ncc3c2)CCCN1. The result is 0 (non-blocker). (5) The molecule is CC(C)NC(=O)c1ccc(-c2ccc3c(c2)CCN(CCN2CCCC2)C3=O)cc1. The result is 1 (blocker).